From a dataset of Full USPTO retrosynthesis dataset with 1.9M reactions from patents (1976-2016). Predict the reactants needed to synthesize the given product. (1) Given the product [CH2:22]([O:25][CH:26]1[CH2:31][CH2:30][N:29]([CH2:2][CH2:3][CH2:4][N:5]2[C:14]3[C:9](=[CH:10][CH:11]=[CH:12][CH:13]=3)[CH:8]=[CH:7][C:6]2=[O:15])[CH2:28][CH2:27]1)[CH2:23][CH3:24], predict the reactants needed to synthesize it. The reactants are: Cl[CH2:2][CH2:3][CH2:4][N:5]1[C:14]2[C:9](=[CH:10][CH:11]=[CH:12][CH:13]=2)[CH:8]=[CH:7][C:6]1=[O:15].C([O-])([O-])=O.[K+].[K+].[CH2:22]([O:25][CH:26]1[CH2:31][CH2:30][NH:29][CH2:28][CH2:27]1)[CH2:23][CH3:24].CC#N. (2) Given the product [N:20]1([C:26]([O:10][C:9]2[CH:8]=[CH:7][C:4]([CH:5]=[O:6])=[CH:3][C:2]=2[F:1])=[O:27])[CH2:25][CH2:24][O:23][CH2:22][CH2:21]1, predict the reactants needed to synthesize it. The reactants are: [F:1][C:2]1[CH:3]=[C:4]([CH:7]=[CH:8][C:9]=1[OH:10])[CH:5]=[O:6].C(Cl)Cl.N1C=CC=CC=1.[N:20]1([C:26](Cl)=[O:27])[CH2:25][CH2:24][O:23][CH2:22][CH2:21]1. (3) Given the product [CH2:15]([O:8][C:4]1[CH:5]=[N:6][CH:7]=[C:2]([Br:1])[CH:3]=1)[C:16]1[CH:21]=[CH:20][CH:19]=[CH:18][CH:17]=1, predict the reactants needed to synthesize it. The reactants are: [Br:1][C:2]1[CH:3]=[C:4]([OH:8])[CH:5]=[N:6][CH:7]=1.C(=O)([O-])[O-].[K+].[K+].[CH2:15](Br)[C:16]1[CH:21]=[CH:20][CH:19]=[CH:18][CH:17]=1. (4) Given the product [C:19]([C:16]1([C:11]2[CH:12]=[CH:13][CH:14]=[CH:15][C:10]=2[CH2:9][CH2:8][C:6]2[C:5]([Cl:22])=[CH:4][N:3]=[C:2]([NH:29][C:30]3[CH:31]=[N:32][N:33]([CH:35]4[CH2:38][N:37]([C:39]([O:41][C:42]([CH3:45])([CH3:44])[CH3:43])=[O:40])[CH2:36]4)[CH:34]=3)[N:7]=2)[CH2:18][CH2:17]1)(=[O:20])[NH2:21], predict the reactants needed to synthesize it. The reactants are: Cl[C:2]1[N:7]=[C:6]([CH2:8][CH2:9][C:10]2[CH:15]=[CH:14][CH:13]=[CH:12][C:11]=2[C:16]2([C:19]([NH2:21])=[O:20])[CH2:18][CH2:17]2)[C:5]([Cl:22])=[CH:4][N:3]=1.C([O-])([O-])=O.[Cs+].[Cs+].[NH2:29][C:30]1[CH:31]=[N:32][N:33]([CH:35]2[CH2:38][N:37]([C:39]([O:41][C:42]([CH3:45])([CH3:44])[CH3:43])=[O:40])[CH2:36]2)[CH:34]=1.CC1(C)C2C(=C(P(C3C=CC=CC=3)C3C=CC=CC=3)C=CC=2)OC2C(P(C3C=CC=CC=3)C3C=CC=CC=3)=CC=CC1=2. (5) Given the product [Cl:21][C:17]1[CH:18]=[C:19]2[NH:20][C:12]([C:10]3[CH:9]=[CH:8][N:7]=[C:6]([NH:5][C:3](=[O:4])[CH2:2][N:34]4[CH2:35][CH2:36][CH:31]([N:30]([CH3:37])[CH3:29])[CH2:32][CH2:33]4)[CH:11]=3)=[C:13]([C:22]3[CH:27]=[CH:26][C:25]([F:28])=[CH:24][N:23]=3)[C:14]2=[N:15][CH:16]=1, predict the reactants needed to synthesize it. The reactants are: Cl[CH2:2][C:3]([NH:5][C:6]1[CH:11]=[C:10]([C:12]2[NH:20][C:19]3[C:14](=[N:15][CH:16]=[C:17]([Cl:21])[CH:18]=3)[C:13]=2[C:22]2[CH:27]=[CH:26][C:25]([F:28])=[CH:24][N:23]=2)[CH:9]=[CH:8][N:7]=1)=[O:4].[CH3:29][N:30]([CH3:37])[CH:31]1[CH2:36][CH2:35][NH:34][CH2:33][CH2:32]1.C(O)(C(F)(F)F)=O.